Predict the reactants needed to synthesize the given product. From a dataset of Full USPTO retrosynthesis dataset with 1.9M reactions from patents (1976-2016). (1) Given the product [C:1]([O:5][C:6]([N:8]1[CH2:9][CH2:10][N:11]([CH2:14][CH2:15][CH2:16][O:17][C:18]2[CH:23]=[CH:22][C:21]([C:24]([OH:26])=[O:25])=[CH:20][C:19]=2[F:29])[CH2:12][CH2:13]1)=[O:7])([CH3:4])([CH3:2])[CH3:3], predict the reactants needed to synthesize it. The reactants are: [C:1]([O:5][C:6]([N:8]1[CH2:13][CH2:12][N:11]([CH2:14][CH2:15][CH2:16][O:17][C:18]2[CH:23]=[CH:22][C:21]([C:24]([O:26]CC)=[O:25])=[CH:20][C:19]=2[F:29])[CH2:10][CH2:9]1)=[O:7])([CH3:4])([CH3:3])[CH3:2].[OH-].[Na+]. (2) Given the product [F:1][C:2]1[CH:3]=[CH:4][C:5]([OH:27])=[C:6]([CH3:26])[C:7]=1[NH:8][CH2:9][C:10]1[CH:15]=[C:14]([C:16]2[CH:21]=[CH:20][CH:19]=[C:18]([F:22])[CH:17]=2)[CH:13]=[C:12]([CH3:23])[C:11]=1[CH3:24], predict the reactants needed to synthesize it. The reactants are: [F:1][C:2]1[C:7]([NH:8][C:9](=O)[C:10]2[CH:15]=[C:14]([C:16]3[CH:21]=[CH:20][CH:19]=[C:18]([F:22])[CH:17]=3)[CH:13]=[C:12]([CH3:23])[C:11]=2[CH3:24])=[C:6]([CH3:26])[C:5]([OH:27])=[CH:4][CH:3]=1. (3) Given the product [C:40]([C:38]1[CH:39]=[C:35]([NH:34][C:32]([NH:31][C@@H:24]2[C:25]3[C:30](=[CH:29][CH:28]=[CH:27][CH:26]=3)[C@H:21]([O:20][C:17]3[CH:18]=[CH:19][C:14]4[N:15]([C:11]([N:8]5[CH2:9][CH2:10][CH:5]([OH:4])[CH2:6][CH2:7]5)=[N:12][N:13]=4)[CH:16]=3)[CH2:22][CH2:23]2)=[O:33])[N:36]([C:44]2[CH:49]=[CH:48][C:47]([CH2:50][OH:51])=[CH:46][CH:45]=2)[N:37]=1)([CH3:43])([CH3:41])[CH3:42], predict the reactants needed to synthesize it. The reactants are: C([O:4][CH:5]1[CH2:10][CH2:9][N:8]([C:11]2[N:15]3[CH:16]=[C:17]([O:20][C@H:21]4[C:30]5[C:25](=[CH:26][CH:27]=[CH:28][CH:29]=5)[C@@H:24]([NH:31][C:32]([NH:34][C:35]5[N:36]([C:44]6[CH:49]=[CH:48][C:47]([CH2:50][OH:51])=[CH:46][CH:45]=6)[N:37]=[C:38]([C:40]([CH3:43])([CH3:42])[CH3:41])[CH:39]=5)=[O:33])[CH2:23][CH2:22]4)[CH:18]=[CH:19][C:14]3=[N:13][N:12]=2)[CH2:7][CH2:6]1)C=C.CN1C(=O)CC(=O)N(C)C1=O. (4) Given the product [O:1]=[C:2]([C:7]1[CH:8]=[CH:9][C:10]([C:11]([OH:13])=[O:12])=[CH:16][CH:17]=1)[CH:3]([CH3:6])[CH2:4][CH3:5], predict the reactants needed to synthesize it. The reactants are: [O:1]=[C:2]([C:7]1[CH:17]=[CH:16][C:10]([C:11]([O:13]CC)=[O:12])=[CH:9][CH:8]=1)[CH:3]([CH3:6])[CH2:4][CH3:5]. (5) Given the product [CH3:30][C:27]([O:26][C:24]([C:18]1[CH:19]=[C:20]([F:23])[C:21]([CH3:22])=[C:16]([C:13]2[C:12]([C:31]([OH:33])=[O:32])=[CH:11][C:10]([C:8]([NH:7][CH2:6][C:5]([CH3:4])([CH3:35])[CH3:36])=[O:9])=[CH:15][CH:14]=2)[CH:17]=1)=[O:25])([CH3:28])[CH3:29], predict the reactants needed to synthesize it. The reactants are: O.[OH-].[Li+].[CH3:4][C:5]([CH3:36])([CH3:35])[CH2:6][NH:7][C:8]([C:10]1[CH:11]=[C:12]([C:31]([O:33]C)=[O:32])[C:13]([C:16]2[C:21]([CH3:22])=[C:20]([F:23])[CH:19]=[C:18]([C:24]([O:26][C:27]([CH3:30])([CH3:29])[CH3:28])=[O:25])[CH:17]=2)=[CH:14][CH:15]=1)=[O:9].O. (6) Given the product [F:1][C:2]1[CH:3]=[C:4]([CH:22]=[CH:23][CH:24]=1)[CH2:5][CH:6]1[C:7]2([C:32]3[NH:33][C:28]4[C:29]([C:31]=3[CH2:34][CH2:35][O:21]2)=[CH:30][CH:25]=[CH:26][CH:27]=4)[CH2:8][CH2:9][C:10]([C:12]2[CH:13]=[CH:14][CH:15]=[CH:16][CH:17]=2)([N:18]([CH3:19])[CH3:20])[CH2:11]1, predict the reactants needed to synthesize it. The reactants are: [F:1][C:2]1[CH:3]=[C:4]([CH:22]=[CH:23][CH:24]=1)[CH2:5][CH:6]1[CH2:11][C:10]([N:18]([CH3:20])[CH3:19])([C:12]2[CH:17]=[CH:16][CH:15]=[CH:14][CH:13]=2)[CH2:9][CH2:8][C:7]1=[O:21].[CH:25]1[CH:26]=[CH:27][C:28]2[NH:33][CH:32]=[C:31]([CH2:34][CH2:35]O)[C:29]=2[CH:30]=1.C[Si](OS(C(F)(F)F)(=O)=O)(C)C. (7) Given the product [F:19][C:4]1[CH:3]=[C:2]([C:26]2[CH:25]=[CH:24][C:23]3[C:28](=[CH:29][N:21]([CH3:20])[N:22]=3)[CH:27]=2)[CH:18]=[CH:17][C:5]=1[CH2:6][N:7]1[C:15](=[O:16])[C:14]2[C:9](=[N:10][CH:11]=[CH:12][CH:13]=2)[CH2:8]1, predict the reactants needed to synthesize it. The reactants are: Br[C:2]1[CH:18]=[CH:17][C:5]([CH2:6][N:7]2[C:15](=[O:16])[C:14]3[C:9](=[N:10][CH:11]=[CH:12][CH:13]=3)[CH2:8]2)=[C:4]([F:19])[CH:3]=1.[CH3:20][N:21]1[CH:29]=[C:28]2[C:23]([CH:24]=[CH:25][C:26](B3OC(C)(C)C(C)(C)O3)=[CH:27]2)=[N:22]1.P([O-])([O-])([O-])=O.[K+].[K+].[K+].COC1C=CC=C(OC)C=1C1C=CC=CC=1P(C1CCCCC1)C1CCCCC1. (8) Given the product [CH3:19][O:18][C:16]([NH:9][C:7](=[O:8])[C:6]1[CH:10]=[CH:11][C:3]([C:1]#[CH:2])=[C:4]([N+:12]([O-:14])=[O:13])[CH:5]=1)=[O:17], predict the reactants needed to synthesize it. The reactants are: [C:1]([C:3]1[CH:11]=[CH:10][C:6]([C:7]([NH2:9])=[O:8])=[CH:5][C:4]=1[N+:12]([O-:14])=[O:13])#[CH:2].Cl[C:16]([O:18][CH3:19])=[O:17].[H-].[Na+].Cl. (9) Given the product [CH:9]1([C:6]2[CH:7]=[CH:8][C:3]([CH:45]([C:15]3[C:14]4[C:18](=[CH:19][CH:20]=[CH:21][C:13]=4[F:12])[N:17]([C@@H:22]4[O:39][C@H:38]([CH2:40][O:41][C:42](=[O:44])[CH3:43])[C@@H:33]([O:34][C:35](=[O:37])[CH3:36])[C@H:28]([O:29][C:30](=[O:32])[CH3:31])[C@H:23]4[O:24][C:25](=[O:27])[CH3:26])[CH:16]=3)[OH:46])=[CH:4][CH:5]=2)[CH2:11][CH2:10]1, predict the reactants needed to synthesize it. The reactants are: [Mg].Br[C:3]1[CH:8]=[CH:7][C:6]([CH:9]2[CH2:11][CH2:10]2)=[CH:5][CH:4]=1.[F:12][C:13]1[CH:21]=[CH:20][CH:19]=[C:18]2[C:14]=1[C:15]([CH:45]=[O:46])=[CH:16][N:17]2[C@@H:22]1[O:39][C@H:38]([CH2:40][O:41][C:42](=[O:44])[CH3:43])[C@@H:33]([O:34][C:35](=[O:37])[CH3:36])[C@H:28]([O:29][C:30](=[O:32])[CH3:31])[C@H:23]1[O:24][C:25](=[O:27])[CH3:26].[Cl-].[NH4+]. (10) Given the product [CH3:1][C:2]1[CH:11]=[CH:10][C:9]2[CH:8]=[CH:7][C:6]3[O:12][CH2:13][CH2:14][N:15]([C:23](=[O:25])[CH3:24])[C:5]=3[C:4]=2[N:3]=1, predict the reactants needed to synthesize it. The reactants are: [CH3:1][C:2]1[CH:11]=[CH:10][C:9]2[CH:8]=[CH:7][C:6]3[O:12][CH2:13][CH2:14][NH:15][C:5]=3[C:4]=2[N:3]=1.CCN(CC)CC.[C:23](Cl)(=[O:25])[CH3:24].